This data is from NCI-60 drug combinations with 297,098 pairs across 59 cell lines. The task is: Regression. Given two drug SMILES strings and cell line genomic features, predict the synergy score measuring deviation from expected non-interaction effect. Drug 2: CC1=CC2C(CCC3(C2CCC3(C(=O)C)OC(=O)C)C)C4(C1=CC(=O)CC4)C. Synergy scores: CSS=52.0, Synergy_ZIP=1.30, Synergy_Bliss=-0.405, Synergy_Loewe=-24.1, Synergy_HSA=-3.29. Cell line: RXF 393. Drug 1: CC12CCC3C(C1CCC2=O)CC(=C)C4=CC(=O)C=CC34C.